Dataset: Reaction yield outcomes from USPTO patents with 853,638 reactions. Task: Predict the reaction yield, written as a fraction of the theoretical maximum amount of product (1.0 means a 100% yield; for example, 0.34 means a 34% yield). (1) The reactants are [CH3:1][O:2][C:3]1[CH:4]=[C:5]([CH:8]=[CH:9][C:10]=1[O:11][CH3:12])[CH:6]=O.C(O)(=O)[CH2:14][C:15]([OH:17])=[O:16].N1CCCCC1.Cl. The catalyst is N1C=CC=CC=1.CCOC(C)=O. The product is [CH3:1][O:2][C:3]1[CH:4]=[C:5](/[CH:6]=[CH:14]/[C:15]([OH:17])=[O:16])[CH:8]=[CH:9][C:10]=1[O:11][CH3:12]. The yield is 0.800. (2) The reactants are C([O:3][C:4]([C:6]1([NH:16][C:17](=[O:29])[C:18]2[CH:23]=[CH:22][CH:21]=[C:20]([CH3:24])[C:19]=2[O:25][CH:26]([CH3:28])[CH3:27])[CH2:15][C:9]2=[C:10]([CH3:14])[S:11][C:12]([CH3:13])=[C:8]2[CH2:7]1)=[O:5])C.[OH-].[K+].O. The catalyst is CCO. The product is [CH:26]([O:25][C:19]1[C:20]([CH3:24])=[CH:21][CH:22]=[CH:23][C:18]=1[C:17]([NH:16][C:6]1([C:4]([OH:5])=[O:3])[CH2:7][C:8]2=[C:12]([CH3:13])[S:11][C:10]([CH3:14])=[C:9]2[CH2:15]1)=[O:29])([CH3:28])[CH3:27]. The yield is 0.860.